From a dataset of Reaction yield outcomes from USPTO patents with 853,638 reactions. Predict the reaction yield, written as a fraction of the theoretical maximum amount of product (1.0 means a 100% yield; for example, 0.34 means a 34% yield). (1) The reactants are Br[C:2]1[CH:3]=[CH:4][C:5]2[N:9]=[C:8]([CH3:10])[N:7]([C:11]3[N:16]=[CH:15][N:14]=[C:13]([NH2:17])[N:12]=3)[C:6]=2[CH:18]=1.[C:19]([C:21]1([OH:28])[CH2:26][CH:25]2[CH2:27][CH:22]1[CH2:23][CH2:24]2)#[CH:20].C1C=CC(P(C2C=CC=CC=2)CCCP(C2C=CC=CC=2)C2C=CC=CC=2)=CC=1.C(=O)([O-])[O-].[K+].[K+]. The catalyst is CN(C=O)C.C([O-])(=O)C.[Pd+2].C([O-])(=O)C.[Cu]I. The product is [NH2:17][C:13]1[N:14]=[CH:15][N:16]=[C:11]([N:7]2[C:6]3[CH:18]=[C:2]([C:20]#[C:19][C:21]4([OH:28])[CH2:26][CH:25]5[CH2:27][CH:22]4[CH2:23][CH2:24]5)[CH:3]=[CH:4][C:5]=3[N:9]=[C:8]2[CH3:10])[N:12]=1. The yield is 0.0800. (2) The product is [Cl:11][C:9]1[C:8]([N+:12]([O-:14])=[O:13])=[C:7]([CH3:15])[N:6]=[C:5]([O:2][CH3:1])[N:10]=1. The catalyst is CO.O. The reactants are [CH3:1][O-:2].[Na+].Cl[C:5]1[N:10]=[C:9]([Cl:11])[C:8]([N+:12]([O-:14])=[O:13])=[C:7]([CH3:15])[N:6]=1. The yield is 0.250.